From a dataset of Full USPTO retrosynthesis dataset with 1.9M reactions from patents (1976-2016). Predict the reactants needed to synthesize the given product. (1) Given the product [NH2:22][CH:19]1[CH2:18][CH2:17][N:16]([CH2:15][CH:14]2[C:3]3[C:4]4[N:5]([C:6](=[O:12])[CH:7]=[N:8][C:9]=4[CH:10]=[CH:11][C:2]=3[F:1])[CH2:13]2)[CH2:21][CH2:20]1, predict the reactants needed to synthesize it. The reactants are: [F:1][C:2]1[CH:11]=[CH:10][C:9]2[N:8]=[CH:7][C:6](=[O:12])[N:5]3[CH2:13][CH:14]([CH2:15][N:16]4[CH2:21][CH2:20][CH:19]([NH:22]C(=O)OC(C)(C)C)[CH2:18][CH2:17]4)[C:3]=1[C:4]=23.Cl. (2) Given the product [Cl:18][C:19]1[CH:20]=[C:21]([C:25]2[O:29][N:28]=[C:27]([CH2:30][N:17]3[CH2:16][CH2:15][CH2:14][N:13]4[C:9]([C:6]5[CH:7]=[CH:8][N:3]=[CH:4][CH:5]=5)=[N:10][N:11]=[C:12]34)[N:26]=2)[CH:22]=[CH:23][CH:24]=1, predict the reactants needed to synthesize it. The reactants are: [H-].[Na+].[N:3]1[CH:8]=[CH:7][C:6]([C:9]2[N:13]3[CH2:14][CH2:15][CH2:16][NH:17][C:12]3=[N:11][N:10]=2)=[CH:5][CH:4]=1.[Cl:18][C:19]1[CH:20]=[C:21]([C:25]2[O:29][N:28]=[C:27]([CH2:30]Cl)[N:26]=2)[CH:22]=[CH:23][CH:24]=1. (3) Given the product [CH:1]1([C:4]2[CH:5]=[N:6][C:7]([NH:14][C:15]3[CH:16]=[C:17]4[C:21](=[CH:22][CH:23]=3)[NH:20][CH:19]=[C:18]4[C:24]3[CH:29]=[CH:28][CH:27]=[CH:26][CH:25]=3)=[C:8]([CH:13]=2)[C:9]([OH:11])=[O:10])[CH2:2][CH2:3]1, predict the reactants needed to synthesize it. The reactants are: [CH:1]1([C:4]2[CH:5]=[N:6][C:7]([NH:14][C:15]3[CH:16]=[C:17]4[C:21](=[CH:22][CH:23]=3)[NH:20][CH:19]=[C:18]4[C:24]3[CH:29]=[CH:28][CH:27]=[CH:26][CH:25]=3)=[C:8]([CH:13]=2)[C:9]([O:11]C)=[O:10])[CH2:3][CH2:2]1.[OH-].[Na+].O1CCCC1.Cl.